From a dataset of Full USPTO retrosynthesis dataset with 1.9M reactions from patents (1976-2016). Predict the reactants needed to synthesize the given product. (1) Given the product [F:14][C:15]1[CH:20]=[CH:19][CH:18]=[CH:17][C:16]=1[C:2]1[CH:3]=[C:4]2[C:8](=[C:9]([C:11]([NH2:13])=[O:12])[CH:10]=1)[NH:7][CH:6]=[CH:5]2, predict the reactants needed to synthesize it. The reactants are: Br[C:2]1[CH:3]=[C:4]2[C:8](=[C:9]([C:11]([NH2:13])=[O:12])[CH:10]=1)[NH:7][CH:6]=[CH:5]2.[F:14][C:15]1[CH:20]=[CH:19][CH:18]=[CH:17][C:16]=1B(O)O.P([O-])([O-])([O-])=O.[K+].[K+].[K+]. (2) The reactants are: [N+:1]([C:4]1[CH:20]=[C:19]([S:21][C:22]#N)[CH:18]=[CH:17][C:5]=1[NH:6][S:7]([C:10]1[CH:15]=[CH:14][C:13]([CH3:16])=[CH:12][CH:11]=1)(=[O:9])=[O:8])([O-:3])=[O:2].[BH4-].[Na+].CI.O. Given the product [N+:1]([C:4]1[CH:20]=[C:19]([S:21][CH3:22])[CH:18]=[CH:17][C:5]=1[NH:6][S:7]([C:10]1[CH:11]=[CH:12][C:13]([CH3:16])=[CH:14][CH:15]=1)(=[O:9])=[O:8])([O-:3])=[O:2], predict the reactants needed to synthesize it. (3) Given the product [Cl:17][C:11]1[CH:12]=[C:13]([Cl:16])[CH:14]=[CH:15][C:10]=1[C:7]1[C:4]([C:5]#[N:6])=[CH:3][C:2]([NH:19][NH2:20])=[N:9][CH:8]=1, predict the reactants needed to synthesize it. The reactants are: Cl[C:2]1[CH:3]=[C:4]([C:7]([C:10]2[CH:15]=[CH:14][C:13]([Cl:16])=[CH:12][C:11]=2[Cl:17])=[CH:8][N:9]=1)[C:5]#[N:6].O.[NH2:19][NH2:20].O.